From a dataset of Forward reaction prediction with 1.9M reactions from USPTO patents (1976-2016). Predict the product of the given reaction. (1) Given the reactants C(S(C=C)(=O)=[O:4])=C.CC1(C)CC(C)OB(/[CH:16]=[CH:17]/[C:18]2[CH:23]=[CH:22][C:21]([NH:24][S:25]([CH3:28])(=[O:27])=[O:26])=[CH:20][CH:19]=2)O1.[CH3:30][C:31]([C:33]([C@@H:35]1N[C:39]2[C:41](N=C(N)N[C:38]=2[NH:37][CH2:36]1)=O)=O)=O.[C:47]([O-:50])([O-])=O.[Na+].[Na+].C(Cl)Cl.[CH3:56][OH:57].[C:58]1([CH3:64])[CH:63]=[CH:62][CH:61]=C[CH:59]=1, predict the reaction product. The product is: [CH3:56][O:57][C:63]1([C:58]2[C:59]([O:50][CH3:47])=[C:30](/[CH:16]=[CH:17]/[C:18]3[CH:19]=[CH:20][C:21]([NH:24][S:25]([CH3:28])(=[O:26])=[O:27])=[CH:22][CH:23]=3)[CH:31]=[C:33]([C:35]3[C:36](=[O:4])[NH:37][CH:38]=[CH:39][CH:41]=3)[CH:64]=2)[CH2:62][CH2:61]1. (2) Given the reactants [Br:1][C:2]1[CH:3]=[C:4]([N:13]([CH2:22][CH3:23])[C@H:14]2[CH2:19][CH2:18][C@H:17]([NH:20][CH3:21])[CH2:16][CH2:15]2)[C:5]([CH3:12])=[C:6]([CH:11]=1)[C:7]([O:9][CH3:10])=[O:8].Br[CH2:25][CH2:26][O:27][CH3:28].C([O-])([O-])=O.[K+].[K+], predict the reaction product. The product is: [Br:1][C:2]1[CH:3]=[C:4]([N:13]([CH2:22][CH3:23])[C@H:14]2[CH2:19][CH2:18][C@H:17]([N:20]([CH2:25][CH2:26][O:27][CH3:28])[CH3:21])[CH2:16][CH2:15]2)[C:5]([CH3:12])=[C:6]([CH:11]=1)[C:7]([O:9][CH3:10])=[O:8]. (3) Given the reactants [NH2:1][C:2]1[N:7]=[C:6]([CH2:8]O)[CH:5]=[C:4]([S:10][CH3:11])[CH:3]=1.[Br:12]C(Br)(Br)Br.C1(P(C2C=CC=CC=2)C2C=CC=CC=2)C=CC=CC=1, predict the reaction product. The product is: [Br:12][CH2:8][C:6]1[N:7]=[C:2]([NH2:1])[CH:3]=[C:4]([S:10][CH3:11])[CH:5]=1. (4) Given the reactants Br[C:2]1[CH:3]=[CH:4][C:5]2[O:9][C:8]([C:10]3[CH:15]=[CH:14][C:13]([S:16]([CH3:19])(=[O:18])=[O:17])=[CH:12][C:11]=3[F:20])=[N:7][C:6]=2[CH:21]=1.[CH2:22]([N:29]1[CH2:34][CH2:33][NH:32][CH2:31][CH2:30]1)[C:23]1[CH:28]=[CH:27][CH:26]=[CH:25][CH:24]=1.C([O-])([O-])=O.[K+].[K+].C(CC(=O)C)(=O)C, predict the reaction product. The product is: [CH2:22]([N:29]1[CH2:34][CH2:33][N:32]([C:2]2[CH:3]=[CH:4][C:5]3[O:9][C:8]([C:10]4[CH:15]=[CH:14][C:13]([S:16]([CH3:19])(=[O:18])=[O:17])=[CH:12][C:11]=4[F:20])=[N:7][C:6]=3[CH:21]=2)[CH2:31][CH2:30]1)[C:23]1[CH:24]=[CH:25][CH:26]=[CH:27][CH:28]=1. (5) Given the reactants O1CCCC1.C[Si](C)(C)[O:8][C:9]([C:11]1[CH:22]=[CH:21][CH:20]=[CH:19][C:12]=1[C:13]([O:15][CH2:16][CH:17]=[CH2:18])=[O:14])=[CH2:10].[Br:25]N1C(=O)CCC1=O.C(=O)([O-])[O-].[Na+].[Na+], predict the reaction product. The product is: [Br:25][CH2:8][C:9]([C:11]1[CH:22]=[CH:21][CH:20]=[CH:19][C:12]=1[C:13]([O:15][CH2:16][CH:17]=[CH2:18])=[O:14])=[O:10]. (6) Given the reactants [F:1][C:2]1[CH:10]=[CH:9][C:5]([C:6](Cl)=[O:7])=[CH:4][CH:3]=1.[NH2:11][C:12]1([C:18]([OH:20])=[O:19])[CH2:17][CH2:16][CH2:15][CH2:14][CH2:13]1.C(=O)([O-])[O-].[Na+].[Na+], predict the reaction product. The product is: [F:1][C:2]1[CH:10]=[CH:9][C:5]([C:6]([NH:11][C:12]2([C:18]([OH:20])=[O:19])[CH2:17][CH2:16][CH2:15][CH2:14][CH2:13]2)=[O:7])=[CH:4][CH:3]=1. (7) The product is: [CH3:1][O:2][C:3](=[O:20])[C:4]1[CH:9]=[C:8]([N:10]([CH3:14])[CH2:11][CH2:12][CH3:13])[N:7]=[C:6]([N:15]([S:16]([CH3:19])(=[O:18])=[O:17])[CH3:23])[CH:5]=1. Given the reactants [CH3:1][O:2][C:3](=[O:20])[C:4]1[CH:9]=[C:8]([N:10]([CH3:14])[CH2:11][CH2:12][CH3:13])[N:7]=[C:6]([NH:15][S:16]([CH3:19])(=[O:18])=[O:17])[CH:5]=1.IC.[C:23](=O)([O-])[O-].[K+].[K+], predict the reaction product.